Task: Regression. Given a peptide amino acid sequence and an MHC pseudo amino acid sequence, predict their binding affinity value. This is MHC class I binding data.. Dataset: Peptide-MHC class I binding affinity with 185,985 pairs from IEDB/IMGT (1) The peptide sequence is TSTLQEQIAW. The MHC is HLA-B15:01 with pseudo-sequence HLA-B15:01. The binding affinity (normalized) is 0. (2) The peptide sequence is FYGKAIPLEV. The MHC is Patr-A0701 with pseudo-sequence Patr-A0701. The binding affinity (normalized) is 0.468. (3) The peptide sequence is TPALATRGF. The MHC is HLA-B18:01 with pseudo-sequence HLA-B18:01. The binding affinity (normalized) is 0.0847.